Dataset: Forward reaction prediction with 1.9M reactions from USPTO patents (1976-2016). Task: Predict the product of the given reaction. (1) Given the reactants Cl[C:2]1[CH:7]=[C:6]([NH:8][C:9]2[N:14]=[CH:13][N:12]=[C:11](NC(C3CC3)=O)[CH:10]=2)[C:5](=[O:21])[N:4]2[C:22]([C:27]3[CH:32]=[CH:31][CH:30]=C(F)C=3)([CH3:26])[NH:23][C:24](=[O:25])[C:3]=12.[O:34]1[CH2:39][CH:38]=[C:37](B2OC(C)(C)C(C)(C)O2)[CH2:36][CH2:35]1.C(=O)([O-])[O-].[Na+].[Na+].ClCCl, predict the reaction product. The product is: [O:34]1[CH2:35][CH:36]=[C:37]([C:2]2[CH:7]=[C:6]([NH:8][C:9]3[CH:10]=[CH:11][N:12]=[CH:13][N:14]=3)[C:5](=[O:21])[N:4]3[C:22]4([CH2:26][CH2:30][CH2:31][CH2:32][CH2:27]4)[NH:23][C:24](=[O:25])[C:3]=23)[CH2:38][CH2:39]1. (2) Given the reactants Cl[C:2]1[CH:7]=[C:6]([CH3:8])[N:5]=[C:4]([NH:9][CH3:10])[C:3]=1[N+:11]([O-:13])=[O:12].[CH3:14][O-:15].[Na+], predict the reaction product. The product is: [CH3:14][O:15][C:2]1[CH:7]=[C:6]([CH3:8])[N:5]=[C:4]([NH:9][CH3:10])[C:3]=1[N+:11]([O-:13])=[O:12]. (3) Given the reactants C1COCC1.[Cl:6][C:7]1[CH:8]=[C:9]([CH2:23][CH2:24][NH:25][C:26](=[O:29])[CH2:27][CH3:28])[CH:10]=[C:11]([CH2:14][O:15][Si](C(C)(C)C)(C)C)[C:12]=1[Cl:13].CCCC[N+](CCCC)(CCCC)CCCC.[F-], predict the reaction product. The product is: [Cl:6][C:7]1[CH:8]=[C:9]([CH2:23][CH2:24][NH:25][C:26](=[O:29])[CH2:27][CH3:28])[CH:10]=[C:11]([CH2:14][OH:15])[C:12]=1[Cl:13].